This data is from Full USPTO retrosynthesis dataset with 1.9M reactions from patents (1976-2016). The task is: Predict the reactants needed to synthesize the given product. (1) Given the product [CH3:20][O:6][C:4](=[O:5])[C:3]1[C:2]([Cl:1])=[CH:10][C:9]([C:11]([OH:13])=[O:12])=[CH:8][C:7]=1[Cl:15], predict the reactants needed to synthesize it. The reactants are: [Cl:1][C:2]1[CH:10]=[C:9]([C:11]([O:13]C)=[O:12])[CH:8]=[C:7]([Cl:15])[C:3]=1[C:4]([OH:6])=[O:5].[OH-].[Na+].O.O1CCC[CH2:20]1. (2) The reactants are: [Cl:1][C:2]1[CH:3]=[C:4]([NH:19][C:20]2[C:30]3[CH:29]=[C:28]([C:31](O)=[O:32])[CH2:27][CH2:26][NH:25][C:24]=3[N:23]=[CH:22][N:21]=2)[CH:5]=[CH:6][C:7]=1[O:8][C:9]1[CH:14]=[CH:13][CH:12]=[C:11]([C:15]([F:18])([F:17])[F:16])[CH:10]=1.[OH:34]N1C2C=CC=CC=2N=N1.Cl.C(N=C=NCCCN(C)C)C.[C:56]([NH2:60])([CH3:59])([CH3:58])[CH3:57].CN(C)[CH:63]=[O:64]. Given the product [F:16][C:15]([F:18])([F:17])[C:63]([OH:64])=[O:34].[C:56]([NH:60][C:31]([C:28]1[CH2:27][CH2:26][NH:25][C:24]2[N:23]=[CH:22][N:21]=[C:20]([NH:19][C:4]3[CH:5]=[CH:6][C:7]([O:8][C:9]4[CH:14]=[CH:13][CH:12]=[C:11]([C:15]([F:18])([F:16])[F:17])[CH:10]=4)=[C:2]([Cl:1])[CH:3]=3)[C:30]=2[CH:29]=1)=[O:32])([CH3:59])([CH3:58])[CH3:57], predict the reactants needed to synthesize it. (3) Given the product [NH2:63][C:41]1([C:39]([OH:40])=[O:38])[CH2:46][CH:45]([O:47][C:48](=[O:57])[NH:49][C:50]2[CH:55]=[CH:54][CH:53]=[CH:52][C:51]=2[Cl:56])[CH:44]2[CH:42]1[CH:43]2[C:58]([OH:60])=[O:59], predict the reactants needed to synthesize it. The reactants are: C(OC(C1(NC(OC(C)(C)C)=O)CC(O)C2C1C2C(OCC)=O)=O)C.ClC1C=CC=CC=1N=C=O.C([O:38][C:39]([C:41]1([NH:63]C(OC(C)(C)C)=O)[CH2:46][CH:45]([O:47][C:48](=[O:57])[NH:49][C:50]2[CH:55]=[CH:54][CH:53]=[CH:52][C:51]=2[Cl:56])[CH:44]2[CH:42]1[CH:43]2[C:58]([O:60]CC)=[O:59])=[O:40])C. (4) The reactants are: [F:1][C:2]1[CH:11]=[CH:10][C:9]([N+:12]([O-])=O)=[C:8]2[C:3]=1[CH:4]=[CH:5][CH:6]=[N:7]2.[Sn](Cl)Cl. Given the product [F:1][C:2]1[CH:11]=[CH:10][C:9]([NH2:12])=[C:8]2[C:3]=1[CH:4]=[CH:5][CH:6]=[N:7]2, predict the reactants needed to synthesize it. (5) Given the product [Cl:40][C:27]1[CH:28]=[CH:29][C:30]2[C:35](=[CH:34][CH:33]=[CH:32][CH:31]=2)[C:26]=1[O:25][P:24](=[N:12][C@@H:13]([CH3:23])[C:14]([O:16][CH:17]1[CH2:18][CH2:19][O:20][CH2:21][CH2:22]1)=[O:15])=[O:36], predict the reactants needed to synthesize it. The reactants are: S(C1C=CC(C)=CC=1)([O-])(=O)=O.[NH2:12][C@@H:13]([CH3:23])[C:14]([O:16][CH:17]1[CH2:22][CH2:21][O:20][CH2:19][CH2:18]1)=[O:15].[P:24](Cl)(Cl)(=[O:36])[O:25][C:26]1[C:35]2[C:30](=[CH:31][CH:32]=[CH:33][CH:34]=2)[CH:29]=[CH:28][CH:27]=1.C(Cl)[Cl:40].